From a dataset of Forward reaction prediction with 1.9M reactions from USPTO patents (1976-2016). Predict the product of the given reaction. (1) Given the reactants F[C:2]1[CH:10]=[N:9][CH:8]=[C:7]([NH:11][C:12]2[CH:17]=[CH:16][C:15]([I:18])=[CH:14][C:13]=2[F:19])[C:3]=1[C:4]([NH2:6])=[O:5].[OH:20][C:21]1[CH:22]=[C:23]([NH:27][C:28](=[O:34])[O:29][C:30]([CH3:33])([CH3:32])[CH3:31])[CH:24]=[CH:25][CH:26]=1.C(=O)([O-])[O-].[Cs+].[Cs+], predict the reaction product. The product is: [C:4]([C:3]1[C:7]([NH:11][C:12]2[CH:17]=[CH:16][C:15]([I:18])=[CH:14][C:13]=2[F:19])=[CH:8][N:9]=[CH:10][C:2]=1[O:20][C:21]1[CH:22]=[C:23]([NH:27][C:28](=[O:34])[O:29][C:30]([CH3:32])([CH3:31])[CH3:33])[CH:24]=[CH:25][CH:26]=1)(=[O:5])[NH2:6]. (2) Given the reactants [CH:1]1[C:6]([C:7]2[C:16](=[O:17])C3C(O)=CC(O)=CC=3O[CH:8]=2)=[CH:5][CH:4]=[C:3]([OH:20])[CH:2]=1.C([O-])=O.[NH4+].C1[O:35][C:34]2[C:29](=[C:30](O)[CH:31]=[C:32]([OH:36])[CH:33]=2)[C:27](=O)[CH:26]1[C:38]1[CH:43]=[CH:42][C:41](O)=CC=1, predict the reaction product. The product is: [OH:35][C:34]1[CH:33]=[C:32]([OH:36])[CH:31]=[CH:30][C:29]=1[C:27]1[CH:26]=[CH:38][CH:43]=[CH:42][C:41]=1[C:16]([CH:7]([CH3:8])[C:6]1[CH:1]=[CH:2][C:3]([OH:20])=[CH:4][CH:5]=1)=[O:17].